Dataset: Full USPTO retrosynthesis dataset with 1.9M reactions from patents (1976-2016). Task: Predict the reactants needed to synthesize the given product. Given the product [Cl:1][C:2]1[CH:3]=[C:4]([S:8]([NH:11][C:12]2[CH:17]=[C:16]([CH3:18])[N:15]=[C:14]3[S:19][C:20]([C:30]([NH:40][CH3:39])=[O:32])=[C:21]([C:22]4[CH:27]=[CH:26][CH:25]=[C:24]([O:28][CH3:29])[CH:23]=4)[C:13]=23)(=[O:9])=[O:10])[CH:5]=[CH:6][CH:7]=1, predict the reactants needed to synthesize it. The reactants are: [Cl:1][C:2]1[CH:3]=[C:4]([S:8]([NH:11][C:12]2[CH:17]=[C:16]([CH3:18])[N:15]=[C:14]3[S:19][C:20]([C:30]([OH:32])=O)=[C:21]([C:22]4[CH:27]=[CH:26][CH:25]=[C:24]([O:28][CH3:29])[CH:23]=4)[C:13]=23)(=[O:10])=[O:9])[CH:5]=[CH:6][CH:7]=1.C(Cl)(=O)C(Cl)=O.[CH3:39][NH2:40].C([O-])(O)=O.[Na+].